Dataset: Forward reaction prediction with 1.9M reactions from USPTO patents (1976-2016). Task: Predict the product of the given reaction. (1) Given the reactants [Br:1][C:2]1[C:10]2[C:9]([NH:11][C:12]3[CH:13]=[C:14]4[C:18](=[CH:19][CH:20]=3)[NH:17][N:16]=[CH:15]4)=[N:8][CH:7]=[N:6][C:5]=2[NH:4][C:3]=1[C:21]([OH:23])=O.[NH:24]1[CH2:29][CH2:28][O:27][CH2:26][CH2:25]1, predict the reaction product. The product is: [Br:1][C:2]1[C:10]2[C:9]([NH:11][C:12]3[CH:13]=[C:14]4[C:18](=[CH:19][CH:20]=3)[NH:17][N:16]=[CH:15]4)=[N:8][CH:7]=[N:6][C:5]=2[NH:4][C:3]=1[C:21]([N:24]1[CH2:29][CH2:28][O:27][CH2:26][CH2:25]1)=[O:23]. (2) Given the reactants [CH2:1]([O:3][C:4]([C:6]1[C:10]([N+:11]([O-])=O)=[CH:9][N:8]([CH2:14][C:15]2[CH:20]=[CH:19][C:18]([O:21][CH3:22])=[CH:17][CH:16]=2)[N:7]=1)=[O:5])[CH3:2], predict the reaction product. The product is: [CH2:1]([O:3][C:4]([C:6]1[C:10]([NH2:11])=[CH:9][N:8]([CH2:14][C:15]2[CH:16]=[CH:17][C:18]([O:21][CH3:22])=[CH:19][CH:20]=2)[N:7]=1)=[O:5])[CH3:2].